The task is: Predict which catalyst facilitates the given reaction.. This data is from Catalyst prediction with 721,799 reactions and 888 catalyst types from USPTO. (1) Reactant: N[C:2]1[CH:3]=[C:4]([CH:32]=[CH:33][CH:34]=1)[O:5][C:6]1[C:7]2[CH:31]=[CH:30][NH:29][C:8]=2[N:9]=[C:10]([NH:12][C:13]2[CH:18]=[CH:17][C:16]([NH:19][CH:20]3[CH2:23][N:22]([CH2:24][CH2:25][F:26])[CH2:21]3)=[CH:15][C:14]=2[O:27][CH3:28])[N:11]=1.C([N:38](C(C)C)CC)(C)C.C(Cl)Cl.[C:47](Cl)(=[O:50])[CH:48]=[CH2:49]. Product: [F:26][CH2:25][CH2:24][N:22]1[CH2:21][CH:20]([NH:19][C:16]2[CH:17]=[CH:18][C:13]([NH:12][C:10]3[N:11]=[C:6]([O:5][C:4]4[CH:3]=[C:2]([C:48](=[CH2:49])[C:47]([NH2:38])=[O:50])[CH:34]=[CH:33][CH:32]=4)[C:7]4[CH:31]=[CH:30][NH:29][C:8]=4[N:9]=3)=[C:14]([O:27][CH3:28])[CH:15]=2)[CH2:23]1. The catalyst class is: 1. (2) Reactant: Br[CH2:2][C:3]([C:5]1[CH:10]=[CH:9][CH:8]=[CH:7][CH:6]=1)=O.C([O-])(O)=O.[Na+].[C:16]([C:18]1[CH:19]=[N:20][C:21]([NH2:25])=[CH:22][C:23]=1[NH2:24])#[N:17].O. Product: [NH2:24][C:23]1[C:18]([C:16]#[N:17])=[CH:19][N:20]2[CH:2]=[C:3]([C:5]3[CH:10]=[CH:9][CH:8]=[CH:7][CH:6]=3)[N:25]=[C:21]2[CH:22]=1. The catalyst class is: 5. (3) Reactant: [NH2:1][C@@H:2]([CH2:33][C:34]1[CH:39]=[CH:38][CH:37]=[CH:36][CH:35]=1)[C@@H:3]([OH:32])[CH2:4][C@@H:5]([NH:19][C:20]([C@@H:22]([NH:27][C:28](=[O:31])[O:29][CH3:30])[C:23]([CH3:26])([CH3:25])[CH3:24])=[O:21])[CH2:6][C:7]1[CH:12]=[CH:11][C:10]([C:13]2[CH:18]=[CH:17][CH:16]=[CH:15][N:14]=2)=[CH:9][CH:8]=1.[CH2:40]([N:47]([CH3:59])[C:48]([NH:50][C@@H:51]([C:55]([CH3:58])([CH3:57])[CH3:56])[C:52](O)=[O:53])=[O:49])[C:41]1[CH:46]=[CH:45][CH:44]=[CH:43][CH:42]=1.CCOP(ON1N=NC2C=CC=CC=2C1=O)(OCC)=O.C(N(CC)C(C)C)(C)C. Product: [CH2:33]([C@H:2]([NH:1][C:52](=[O:53])[C@H:51]([C:55]([CH3:57])([CH3:56])[CH3:58])[NH:50][C:48](=[O:49])[N:47]([CH3:59])[CH2:40][C:41]1[CH:46]=[CH:45][CH:44]=[CH:43][CH:42]=1)[C@@H:3]([OH:32])[CH2:4][C@H:5]([CH2:6][C:7]1[CH:12]=[CH:11][C:10]([C:13]2[CH:18]=[CH:17][CH:16]=[CH:15][N:14]=2)=[CH:9][CH:8]=1)[NH:19][C:20](=[O:21])[C@@H:22]([NH:27][C:28](=[O:31])[O:29][CH3:30])[C:23]([CH3:26])([CH3:25])[CH3:24])[C:34]1[CH:35]=[CH:36][CH:37]=[CH:38][CH:39]=1. The catalyst class is: 1. (4) Reactant: O[CH:2]([C:13]1[C:21]2[C:16](=[CH:17][C:18]([O:22][CH3:23])=[CH:19][CH:20]=2)[NH:15][C:14]=1[C:24]1[CH:29]=[CH:28][CH:27]=[CH:26][CH:25]=1)[C:3]1[S:4][CH:5]=[C:6]([C:8]([O:10][CH2:11][CH3:12])=[O:9])[N:7]=1.C([SiH](CC)CC)C.C(=O)([O-])O.[Na+]. Product: [CH3:23][O:22][C:18]1[CH:17]=[C:16]2[C:21]([C:13]([CH2:2][C:3]3[S:4][CH:5]=[C:6]([C:8]([O:10][CH2:11][CH3:12])=[O:9])[N:7]=3)=[C:14]([C:24]3[CH:25]=[CH:26][CH:27]=[CH:28][CH:29]=3)[NH:15]2)=[CH:20][CH:19]=1. The catalyst class is: 2. (5) Reactant: [CH3:1][O:2][C:3]([C:5]1[CH:10]=[CH:9][CH:8]=[C:7]([C:11](OC)=[O:12])[N:6]=1)=[O:4].[BH4-].[Na+]. Product: [CH3:1][O:2][C:3]([C:5]1[CH:10]=[CH:9][CH:8]=[C:7]([CH2:11][OH:12])[N:6]=1)=[O:4]. The catalyst class is: 5. (6) Reactant: C([BH3-])#N.[Na+].S(O)(O)(=O)=O.[N+:10]([C:13]1[CH:14]=[C:15]2[C:19](=[CH:20][CH:21]=1)[CH2:18][CH:17]([NH2:22])[CH2:16]2)([O-:12])=[O:11].[O:23]([CH2:31][CH:32]=O)[Si:24]([C:27]([CH3:30])([CH3:29])[CH3:28])([CH3:26])[CH3:25].C(=O)(O)[O-].[Na+]. Product: [Si:24]([O:23][CH2:31][CH2:32][NH:22][CH:17]1[CH2:16][C:15]2[C:19](=[CH:20][CH:21]=[C:13]([N+:10]([O-:12])=[O:11])[CH:14]=2)[CH2:18]1)([C:27]([CH3:30])([CH3:29])[CH3:28])([CH3:26])[CH3:25]. The catalyst class is: 5. (7) Reactant: [NH2:1][C:2]1[CH:3]=[C:4]([CH2:8][S:9]([N:12]([CH3:14])[CH3:13])(=[O:11])=[O:10])[CH:5]=[CH:6][CH:7]=1.Cl[C:16]1[CH:21]=[C:20]([C:22]2[CH:27]=[CH:26][CH:25]=[CH:24][C:23]=2[O:28][CH3:29])[N:19]=[CH:18][N:17]=1. Product: [CH3:29][O:28][C:23]1[CH:24]=[CH:25][CH:26]=[CH:27][C:22]=1[C:20]1[N:19]=[CH:18][N:17]=[C:16]([NH:1][C:2]2[CH:3]=[C:4]([CH2:8][S:9]([N:12]([CH3:14])[CH3:13])(=[O:11])=[O:10])[CH:5]=[CH:6][CH:7]=2)[CH:21]=1. The catalyst class is: 3.